This data is from Forward reaction prediction with 1.9M reactions from USPTO patents (1976-2016). The task is: Predict the product of the given reaction. (1) Given the reactants [N:1]1[CH:6]=[CH:5][CH:4]=[CH:3][C:2]=1[CH:7]=O.[BH3-]C#N.[Na+].[Cl:13][C:14]1[CH:15]=[C:16]([CH2:21][C:22]([N:24]2[CH:33]3[CH:28]([CH2:29][CH2:30][CH2:31][CH:32]3[N:34]3[CH2:38][CH2:37][CH2:36][CH2:35]3)[NH:27][CH2:26][CH2:25]2)=[O:23])[CH:17]=[CH:18][C:19]=1[Cl:20].C([O-])([O-])=O.[Na+].[Na+], predict the reaction product. The product is: [Cl:13][C:14]1[CH:15]=[C:16]([CH2:21][C:22]([N:24]2[CH:33]3[CH:28]([CH2:29][CH2:30][CH2:31][CH:32]3[N:34]3[CH2:38][CH2:37][CH2:36][CH2:35]3)[N:27]([CH2:7][C:2]3[CH:3]=[CH:4][CH:5]=[CH:6][N:1]=3)[CH2:26][CH2:25]2)=[O:23])[CH:17]=[CH:18][C:19]=1[Cl:20]. (2) Given the reactants [NH:1]1[C:5]([C:6]([O:8][CH2:9][CH3:10])=[O:7])=[CH:4][C:3]([C:11]([O:13][CH2:14][CH3:15])=[O:12])=[N:2]1.C(=O)([O-])[O-].[Cs+].[Cs+].Br[CH2:23][C:24]([O:26][C:27]([CH3:30])([CH3:29])[CH3:28])=[O:25].C(OCC)(=O)C, predict the reaction product. The product is: [CH2:9]([O:8][C:6]([C:5]1[CH:4]=[C:3]([C:11]([O:13][CH2:14][CH3:15])=[O:12])[N:2]([CH2:23][C:24]([O:26][C:27]([CH3:30])([CH3:29])[CH3:28])=[O:25])[N:1]=1)=[O:7])[CH3:10]. (3) Given the reactants [NH2:1][C:2]1[N:10]=[CH:9][N:8]=[C:7]2[C:3]=1[N:4]=[CH:5][N:6]2[C@H:11]1[C@@H:15]2[O:16][C:17]([CH3:20])([CH3:19])[O:18][C@@H:14]2[C@@H:13]([CH2:21][N:22]([CH2:32][CH3:33])[CH:23]2[CH2:26][CH:25]([CH2:27][CH2:28][C:29](O)=[O:30])[CH2:24]2)[O:12]1.C1C=NC2N(O)N=NC=2C=1.CN(C(ON1N=NC2C=CC=NC1=2)=[N+](C)C)C.F[P-](F)(F)(F)(F)F.[C:68]([C:72]1[CH:73]=[C:74]([NH2:79])[C:75]([NH2:78])=[CH:76][CH:77]=1)([CH3:71])([CH3:70])[CH3:69], predict the reaction product. The product is: [NH2:79][C:74]1[CH:73]=[C:72]([C:68]([CH3:71])([CH3:69])[CH3:70])[CH:77]=[CH:76][C:75]=1[NH:78][C:29](=[O:30])[CH2:28][CH2:27][CH:25]1[CH2:26][CH:23]([N:22]([CH2:21][C@@H:13]2[C@@H:14]3[C@@H:15]([O:16][C:17]([CH3:19])([CH3:20])[O:18]3)[C@H:11]([N:6]3[CH:5]=[N:4][C:3]4[C:7]3=[N:8][CH:9]=[N:10][C:2]=4[NH2:1])[O:12]2)[CH2:32][CH3:33])[CH2:24]1. (4) Given the reactants [CH3:1][O:2][C:3]1[N:10]=[C:9]([CH3:11])[CH:8]=[C:7]([CH2:12][CH2:13][CH2:14][CH:15]=[CH2:16])[C:4]=1[C:5]#[N:6].[H-].[H-].[H-].[H-].[Li+].[Al+3].O.[OH-].[Na+], predict the reaction product. The product is: [CH3:1][O:2][C:3]1[C:4]([CH2:5][NH2:6])=[C:7]([CH2:12][CH2:13][CH2:14][CH:15]=[CH2:16])[CH:8]=[C:9]([CH3:11])[N:10]=1.